This data is from Reaction yield outcomes from USPTO patents with 853,638 reactions. The task is: Predict the reaction yield, written as a fraction of the theoretical maximum amount of product (1.0 means a 100% yield; for example, 0.34 means a 34% yield). (1) The reactants are [Br:1]Br.[Cl:3][C:4]1[CH:5]=[C:6]2[CH:12]=[CH:11][NH:10][C:7]2=[N:8][CH:9]=1.O. The product is [Br:1][C:12]1[C:6]2[C:7](=[N:8][CH:9]=[C:4]([Cl:3])[CH:5]=2)[NH:10][CH:11]=1. The yield is 0.690. The catalyst is C(Cl)(Cl)Cl. (2) The reactants are C(OC([N:8]1[CH2:13][CH2:12][CH:11]([C:14]2[C:18]3[CH:19]=[CH:20][CH:21]=[C:22]([C:23]([F:26])([F:25])[F:24])[C:17]=3[O:16][N:15]=2)[CH2:10][CH2:9]1)=O)(C)(C)C.Cl.CCOCC. The catalyst is CO. The product is [NH:8]1[CH2:13][CH2:12][CH:11]([C:14]2[C:18]3[CH:19]=[CH:20][CH:21]=[C:22]([C:23]([F:26])([F:25])[F:24])[C:17]=3[O:16][N:15]=2)[CH2:10][CH2:9]1. The yield is 0.880. (3) The reactants are Br[C:2]1[CH:15]=[N:14][C:5]2[NH:6][C:7](=[O:13])[C:8]([CH3:12])([CH3:11])[NH:9][CH2:10][C:4]=2[CH:3]=1.[CH3:16][N:17]([CH2:22][C:23]1[O:24][C:25]2[CH:32]=[CH:31][CH:30]=[CH:29][C:26]=2[C:27]=1[CH3:28])[C:18](=[O:21])[CH:19]=[CH2:20].C(N(C(C)C)C(C)C)C.CC1C=CC=CC=1P(C1C=CC=CC=1C)C1C=CC=CC=1C. The catalyst is C(#N)CC.CN(C=O)C.CC([O-])=O.CC([O-])=O.[Pd+2]. The product is [CH3:11][C:8]1([CH3:12])[C:7](=[O:13])[NH:6][C:5]2[N:14]=[CH:15][C:2](/[CH:20]=[CH:19]/[C:18]([N:17]([CH3:16])[CH2:22][C:23]3[O:24][C:25]4[CH:32]=[CH:31][CH:30]=[CH:29][C:26]=4[C:27]=3[CH3:28])=[O:21])=[CH:3][C:4]=2[CH2:10][NH:9]1. The yield is 0.600. (4) The reactants are [CH:1]1([N:10]2[C:18](=[O:19])[NH:17][C:16]3[C:11]2=[N:12][C:13]([C:24]2[CH:29]=[CH:28][CH:27]=[C:26]([O:30][Si](C(C)C)(C(C)C)C(C)C)[CH:25]=2)=[N:14][C:15]=3[C:20]([O:22]C)=O)[C:9]2[C:4](=[CH:5][CH:6]=[CH:7][CH:8]=2)[CH2:3][CH2:2]1.[NH2:41]C1C(C(OC)=O)=NC(C2C=CC=C(O[Si](C(C)C)(C(C)C)C(C)C)C=2)=NC=1NC1C2C(=CC=CC=2)CC1. The catalyst is ClCCl. The product is [CH:1]1([N:10]2[C:18](=[O:19])[NH:17][C:16]3[C:11]2=[N:12][C:13]([C:24]2[CH:29]=[CH:28][CH:27]=[C:26]([OH:30])[CH:25]=2)=[N:14][C:15]=3[C:20]([NH2:41])=[O:22])[C:9]2[C:4](=[CH:5][CH:6]=[CH:7][CH:8]=2)[CH2:3][CH2:2]1. The yield is 0.850.